This data is from Full USPTO retrosynthesis dataset with 1.9M reactions from patents (1976-2016). The task is: Predict the reactants needed to synthesize the given product. (1) Given the product [F:35][C:34]([F:37])([F:36])[C:32]([OH:38])=[O:33].[N+:15]([C:11]1[CH:12]=[C:13]2[C:8](=[CH:9][CH:10]=1)[CH2:7][NH:6][CH2:14]2)([O-:17])=[O:16], predict the reactants needed to synthesize it. The reactants are: COC1C=C(OC)C=CC=1C[N:6]1[CH2:14][C:13]2[C:8](=[CH:9][CH:10]=[C:11]([N+:15]([O-:17])=[O:16])[CH:12]=2)[CH2:7]1.C1(OC)C=CC=CC=1.[C:32]([OH:38])([C:34]([F:37])([F:36])[F:35])=[O:33]. (2) Given the product [CH3:1][O:2][C:3]1[N:4]=[CH:5][C:6]([C:9]([Cl:15])=[O:11])=[N:7][CH:8]=1, predict the reactants needed to synthesize it. The reactants are: [CH3:1][O:2][C:3]1[N:4]=[CH:5][C:6]([C:9]([OH:11])=O)=[N:7][CH:8]=1.C(Cl)(=O)C([Cl:15])=O.CN(C)C=O. (3) Given the product [Cl:16][C:17]1[CH:22]=[CH:21][CH:20]=[CH:19][C:18]=1[N:23]1[CH2:29][CH2:28][CH2:27][N:26]([CH2:2][CH2:3][CH2:4][CH2:5][O:6][C:7]2[CH:12]=[CH:11][N:10]3[N:13]=[CH:14][CH:15]=[C:9]3[CH:8]=2)[CH2:25][CH2:24]1, predict the reactants needed to synthesize it. The reactants are: Br[CH2:2][CH2:3][CH2:4][CH2:5][O:6][C:7]1[CH:12]=[CH:11][N:10]2[N:13]=[CH:14][CH:15]=[C:9]2[CH:8]=1.[Cl:16][C:17]1[CH:22]=[CH:21][CH:20]=[CH:19][C:18]=1[N:23]1[CH2:29][CH2:28][CH2:27][NH:26][CH2:25][CH2:24]1. (4) The reactants are: [F:1][C:2]1[CH:7]=[CH:6][C:5]([C:8]([F:11])([F:10])[F:9])=[CH:4][C:3]=1[S:12](Cl)(=[O:14])=[O:13].[NH:16]([CH2:19][CH3:20])[CH2:17][CH3:18]. Given the product [CH2:17]([N:16]([CH2:19][CH3:20])[S:12]([C:3]1[CH:4]=[C:5]([C:8]([F:11])([F:10])[F:9])[CH:6]=[CH:7][C:2]=1[F:1])(=[O:14])=[O:13])[CH3:18], predict the reactants needed to synthesize it.